Dataset: Reaction yield outcomes from USPTO patents with 853,638 reactions. Task: Predict the reaction yield, written as a fraction of the theoretical maximum amount of product (1.0 means a 100% yield; for example, 0.34 means a 34% yield). (1) The yield is 0.550. The catalyst is O. The reactants are CN(C=O)C.[CH3:6][O:7][C:8](=O)[C:9]1[CH:14]=[CH:13][CH:12]=[N:11][C:10]=1[S:15][CH2:16][C:17]#[N:18].CC(C)([O-])C.[K+].BrC[C:28]([O:30][CH2:31][CH3:32])=[O:29]. The product is [CH2:31]([O:30][C:28](=[O:29])[CH2:6][O:7][C:8]1[C:9]2[C:10](=[N:11][CH:12]=[CH:13][CH:14]=2)[S:15][C:16]=1[C:17]#[N:18])[CH3:32]. (2) The reactants are [Cl:1][C:2]1[CH:7]=[CH:6][C:5]([C:8]2[CH:13]=[CH:12][CH:11]=[C:10]([CH2:14][NH:15][CH2:16][C:17]3[CH:22]=[CH:21][C:20]([F:23])=[CH:19][CH:18]=3)[CH:9]=2)=[CH:4][CH:3]=1.[Cl:24][C:25]1[C:26]([OH:36])=[C:27]([S:32](Cl)(=[O:34])=[O:33])[CH:28]=[C:29]([Cl:31])[CH:30]=1. The catalyst is C1COCC1. The product is [Cl:24][C:25]1[C:26]([OH:36])=[C:27]([S:32]([N:15]([CH2:14][C:10]2[CH:9]=[C:8]([C:5]3[CH:6]=[CH:7][C:2]([Cl:1])=[CH:3][CH:4]=3)[CH:13]=[CH:12][CH:11]=2)[CH2:16][C:17]2[CH:18]=[CH:19][C:20]([F:23])=[CH:21][CH:22]=2)(=[O:34])=[O:33])[CH:28]=[C:29]([Cl:31])[CH:30]=1. The yield is 0.390.